The task is: Predict the product of the given reaction.. This data is from Forward reaction prediction with 1.9M reactions from USPTO patents (1976-2016). (1) Given the reactants CO[C:3]1([O:21]C)[CH2:6][C:5]([C:10]2[CH:15]=[CH:14][CH:13]=[C:12]([O:16][C:17]([F:20])([F:19])[F:18])[CH:11]=2)([C:7](N)=[O:8])[CH2:4]1.OS(O)(=O)=O.[CH3:28][CH2:29][OH:30], predict the reaction product. The product is: [O:21]=[C:3]1[CH2:6][C:5]([C:10]2[CH:15]=[CH:14][CH:13]=[C:12]([O:16][C:17]([F:20])([F:18])[F:19])[CH:11]=2)([C:7]([O:30][CH2:29][CH3:28])=[O:8])[CH2:4]1. (2) Given the reactants [C:1]([O:5][C:6]([NH:8][CH2:9][C:10]1[CH:15]=[CH:14][C:13](B(O)O)=[CH:12][CH:11]=1)=[O:7])([CH3:4])([CH3:3])[CH3:2].[Cl:19][CH:20]([Cl:36])[C:21]([NH:23][C@H:24]([CH2:34][F:35])[C@H:25]([OH:33])[C:26]1[CH:31]=[CH:30][C:29](I)=[CH:28][CH:27]=1)=[O:22], predict the reaction product. The product is: [C:1]([O:5][C:6](=[O:7])[NH:8][CH2:9][C:10]1[CH:15]=[CH:14][C:13]([C:29]2[CH:30]=[CH:31][C:26]([C@@H:25]([OH:33])[C@H:24]([NH:23][C:21](=[O:22])[CH:20]([Cl:19])[Cl:36])[CH2:34][F:35])=[CH:27][CH:28]=2)=[CH:12][CH:11]=1)([CH3:4])([CH3:3])[CH3:2]. (3) Given the reactants Cl.[NH2:2][C:3]1[C:8]([O:9][CH2:10][CH:11]2[CH2:16][CH2:15][N:14](C(OC(C)(C)C)=O)[CH2:13][CH2:12]2)=[CH:7][CH:6]=[CH:5][N:4]=1, predict the reaction product. The product is: [NH:14]1[CH2:15][CH2:16][CH:11]([CH2:10][O:9][C:8]2[C:3]([NH2:2])=[N:4][CH:5]=[CH:6][CH:7]=2)[CH2:12][CH2:13]1. (4) Given the reactants CC1(C)[O:7][CH2:6][CH:5]([N:8]2[CH2:17][CH2:16][C:15]3[C:10](=[CH:11][CH:12]=[CH:13][C:14]=3[C:18]3[N:22]=[C:21]([C:23]4[CH:24]=[CH:25][C:26]([O:31][CH:32]([CH3:34])[CH3:33])=[C:27]([CH:30]=4)[C:28]#[N:29])[O:20][N:19]=3)[CH2:9]2)[CH2:4][O:3]1.[ClH:36], predict the reaction product. The product is: [ClH:36].[OH:7][CH2:6][CH:5]([N:8]1[CH2:17][CH2:16][C:15]2[C:10](=[CH:11][CH:12]=[CH:13][C:14]=2[C:18]2[N:22]=[C:21]([C:23]3[CH:24]=[CH:25][C:26]([O:31][CH:32]([CH3:34])[CH3:33])=[C:27]([CH:30]=3)[C:28]#[N:29])[O:20][N:19]=2)[CH2:9]1)[CH2:4][OH:3]. (5) Given the reactants [CH:1]1[C:10]2[C:5](=[CH:6][CH:7]=[CH:8][CH:9]=2)[CH:4]=[CH:3][C:2]=1[NH2:11].C(N(CC)CC)C.Cl[C:20](=[O:26])[C:21]([O:23][CH2:24][CH3:25])=[O:22], predict the reaction product. The product is: [CH2:24]([O:23][C:21]([C:20](=[O:26])[NH:11][C:2]1[CH:3]=[CH:4][C:5]2[C:10](=[CH:9][CH:8]=[CH:7][CH:6]=2)[CH:1]=1)=[O:22])[CH3:25]. (6) The product is: [F:15][C:14]1[C:9]2[C:20]([CH3:22])([CH3:23])[O:21][B:17]([OH:18])[C:10]=2[CH:11]=[CH:12][C:13]=1[CH3:16]. Given the reactants C(OCOC([C:9]1[C:14]([F:15])=[C:13]([CH3:16])[CH:12]=[CH:11][C:10]=1[B:17]1[O:21][C:20]([CH3:23])([CH3:22])C(C)(C)[O:18]1)(C)C)C.Cl, predict the reaction product. (7) Given the reactants Cl[C:2]1[C:7]([CH:8]=[O:9])=[CH:6][N:5]=[C:4]2[NH:10][CH:11]=[CH:12][C:3]=12.[CH:13]1([NH2:19])[CH2:18][CH2:17][CH2:16][CH2:15][CH2:14]1.O, predict the reaction product. The product is: [CH:13]1([NH:19][C:2]2[C:7]([CH:8]=[O:9])=[CH:6][N:5]=[C:4]3[NH:10][CH:11]=[CH:12][C:3]=23)[CH2:18][CH2:17][CH2:16][CH2:15][CH2:14]1.